From a dataset of Reaction yield outcomes from USPTO patents with 853,638 reactions. Predict the reaction yield, written as a fraction of the theoretical maximum amount of product (1.0 means a 100% yield; for example, 0.34 means a 34% yield). The reactants are O=[C:2]1[C:11]2[C:6](=[CH:7][CH:8]=[CH:9][CH:10]=2)[CH:5]=[C:4]([C:12]([O:14][CH2:15][CH3:16])=[O:13])[NH:3]1.C(=O)([O-])O.[Na+].P(Cl)(Cl)([Cl:24])=O. No catalyst specified. The product is [Cl:24][C:2]1[C:11]2[C:6](=[CH:7][CH:8]=[CH:9][CH:10]=2)[CH:5]=[C:4]([C:12]([O:14][CH2:15][CH3:16])=[O:13])[N:3]=1. The yield is 0.660.